This data is from Catalyst prediction with 721,799 reactions and 888 catalyst types from USPTO. The task is: Predict which catalyst facilitates the given reaction. (1) Reactant: [Br:1][C:2]1[CH:7]=[CH:6][C:5](F)=[C:4]([N+:9]([O-:11])=[O:10])[CH:3]=1.C(=O)([O-])[O-].[K+].[K+].[CH3:18][NH2:19]. Product: [Br:1][C:2]1[CH:7]=[CH:6][C:5]([NH:19][CH3:18])=[C:4]([N+:9]([O-:11])=[O:10])[CH:3]=1. The catalyst class is: 4. (2) Reactant: [OH:1][C:2]1[C:11]2[C:6](=[CH:7][CH:8]=[C:9]([CH3:12])[N:10]=2)[N:5]=[CH:4][C:3]=1C(O)=O. Product: [CH3:12][C:9]1[N:10]=[C:11]2[C:6](=[CH:7][CH:8]=1)[N:5]=[CH:4][CH:3]=[C:2]2[OH:1]. The catalyst class is: 400. (3) Reactant: [CH:1]1[CH:2]=[CH:3][C:4]([NH:11][C:12]2[C:13]([Cl:19])=[CH:14][CH:15]=[CH:16][C:17]=2[Cl:18])=[C:5]([CH2:7][C:8]([OH:10])=[O:9])[CH:6]=1.[CH3:20][N:21]([CH3:35])[CH2:22][CH:23]([CH3:34])[CH:24]([C:27]1[CH:28]=[C:29]([OH:33])[CH:30]=[CH:31][CH:32]=1)[CH2:25][CH3:26]. Product: [Cl:18][C:17]1[CH:16]=[CH:15][CH:14]=[C:13]([Cl:19])[C:12]=1[NH:11][C:4]1[CH:3]=[CH:2][CH:1]=[CH:6][C:5]=1[CH2:7][C:8]([O-:10])=[O:9].[OH:33][C:29]1[CH:28]=[C:27]([CH:24]([CH2:25][CH3:26])[CH:23]([CH3:34])[CH2:22][NH+:21]([CH3:35])[CH3:20])[CH:32]=[CH:31][CH:30]=1. The catalyst class is: 21. (4) Reactant: [C:1]([CH:9]1[CH2:15][CH2:14][O:13][C:12]2[CH:16]=[C:17]([N:20]3[CH2:24][C@H:23]([CH2:25][NH:26][C:27](=[O:29])[CH3:28])[O:22][C:21]3=[O:30])[CH:18]=[CH:19][C:11]=2[C:10]1=O)(=O)[C:2]1[CH:7]=[CH:6][CH:5]=[CH:4][CH:3]=1.O.[NH2:33][NH2:34]. Product: [O:30]=[C:21]1[N:20]([C:17]2[CH:18]=[CH:19][C:11]3[C:10]4[NH:33][N:34]=[C:1]([C:2]5[CH:3]=[CH:4][CH:5]=[CH:6][CH:7]=5)[C:9]=4[CH2:15][CH2:14][O:13][C:12]=3[CH:16]=2)[CH2:24][C@H:23]([CH2:25][NH:26][C:27](=[O:29])[CH3:28])[O:22]1. The catalyst class is: 15.